Dataset: Catalyst prediction with 721,799 reactions and 888 catalyst types from USPTO. Task: Predict which catalyst facilitates the given reaction. Reactant: [Si:1]([O:8][C@H:9]1[C@H:13]2[O:14][CH2:15][C@@H:16]([O:17][C:18]3[N:40]([CH2:41][O:42][CH2:43][CH2:44][Si:45]([CH3:48])([CH3:47])[CH3:46])[C:21]4=[N:22][C:23]([C:27]5[CH:32]=[CH:31][C:30]([C@@H:33]6[CH2:38][CH2:37][C@H:36]([OH:39])[CH2:35][CH2:34]6)=[CH:29][CH:28]=5)=[C:24]([Cl:26])[CH:25]=[C:20]4[N:19]=3)[C@H:12]2[O:11][CH2:10]1)([C:4]([CH3:7])([CH3:6])[CH3:5])([CH3:3])[CH3:2].[N:49]1([C:55](Cl)=[O:56])[CH2:54][CH2:53][O:52][CH2:51][CH2:50]1. Product: [N:49]1([C:55]([O:39][C@H:36]2[CH2:37][CH2:38][C@@H:33]([C:30]3[CH:31]=[CH:32][C:27]([C:23]4[N:22]=[C:21]5[N:40]([CH2:41][O:42][CH2:43][CH2:44][Si:45]([CH3:48])([CH3:47])[CH3:46])[C:18]([O:17][C@@H:16]6[CH2:15][O:14][C@@H:13]7[C@H:9]([O:8][Si:1]([C:4]([CH3:6])([CH3:7])[CH3:5])([CH3:3])[CH3:2])[CH2:10][O:11][C@H:12]67)=[N:19][C:20]5=[CH:25][C:24]=4[Cl:26])=[CH:28][CH:29]=3)[CH2:34][CH2:35]2)=[O:56])[CH2:54][CH2:53][O:52][CH2:51][CH2:50]1. The catalyst class is: 17.